From a dataset of Reaction yield outcomes from USPTO patents with 853,638 reactions. Predict the reaction yield, written as a fraction of the theoretical maximum amount of product (1.0 means a 100% yield; for example, 0.34 means a 34% yield). (1) The reactants are [F:1][C:2]1[CH:7]=[CH:6][C:5]([N:8]2[CH:12]=[C:11]([O:13][CH3:14])[C:10]([C:15]([O:17]CC)=[O:16])=[N:9]2)=[CH:4][CH:3]=1.[OH-].[K+].Cl. The catalyst is C(Cl)Cl.CC(O)=O. The product is [F:1][C:2]1[CH:3]=[CH:4][C:5]([N:8]2[CH:12]=[C:11]([O:13][CH3:14])[C:10]([C:15]([OH:17])=[O:16])=[N:9]2)=[CH:6][CH:7]=1. The yield is 0.950. (2) The reactants are Cl.C(O[C:7](=O)[N:8]([CH:10]1[CH2:15][CH2:14][CH:13]([N:16]([C:34]([C:36]2[S:40][C:39]3[CH:41]=[CH:42][CH:43]=[CH:44][C:38]=3[C:37]=2[Cl:45])=[O:35])[CH2:17][C:18]2[CH:19]=[C:20]([C:26]3[CH:31]=[CH:30][C:29]([C:32]#[N:33])=[CH:28][CH:27]=3)[C:21]([O:24][CH3:25])=[CH:22][CH:23]=2)[CH2:12][CH2:11]1)C)(C)(C)C.C(O)C. The catalyst is C(OC)(C)(C)C. The product is [ClH:45].[C:32]([C:29]1[CH:30]=[CH:31][C:26]([C:20]2[C:21]([O:24][CH3:25])=[CH:22][CH:23]=[C:18]([CH2:17][N:16]([CH:13]3[CH2:12][CH2:11][CH:10]([NH:8][CH3:7])[CH2:15][CH2:14]3)[C:34]([C:36]3[S:40][C:39]4[CH:41]=[CH:42][CH:43]=[CH:44][C:38]=4[C:37]=3[Cl:45])=[O:35])[CH:19]=2)=[CH:27][CH:28]=1)#[N:33]. The yield is 0.990. (3) The reactants are [CH:1]1([N:6]2[C:15]3[N:14]=[C:13]([NH:16][C:17]4[CH:32]=[CH:31][C:20]([C:21]([NH:23][C:24]5[CH:29]=[CH:28][C:27](I)=[CH:26][CH:25]=5)=[O:22])=[CH:19][C:18]=4[O:33][CH3:34])[N:12]=[CH:11][C:10]=3[N:9]([CH3:35])[C:8](=[O:36])[C@H:7]2[CH2:37][CH3:38])[CH2:5][CH2:4][CH2:3][CH2:2]1.[C:39]([O:43][C:44]([NH:46][C@@H:47]([CH2:56][CH:57]=[CH2:58])[C:48]([O:50][CH:51]1[CH2:55][CH2:54][CH2:53][CH2:52]1)=[O:49])=[O:45])([CH3:42])([CH3:41])[CH3:40].CCN(CC)CC. The catalyst is CN(C=O)C.C1C=CC(P(C2C=CC=CC=2)[C-]2C=CC=C2)=CC=1.C1C=CC(P(C2C=CC=CC=2)[C-]2C=CC=C2)=CC=1.Cl[Pd]Cl.[Fe+2]. The product is [C:39]([O:43][C:44]([NH:46][C@@H:47]([CH2:56]/[CH:57]=[CH:58]/[C:27]1[CH:26]=[CH:25][C:24]([NH:23][C:21](=[O:22])[C:20]2[CH:31]=[CH:32][C:17]([NH:16][C:13]3[N:12]=[CH:11][C:10]4[N:9]([CH3:35])[C:8](=[O:36])[C@@H:7]([CH2:37][CH3:38])[N:6]([CH:1]5[CH2:2][CH2:3][CH2:4][CH2:5]5)[C:15]=4[N:14]=3)=[C:18]([O:33][CH3:34])[CH:19]=2)=[CH:29][CH:28]=1)[C:48]([O:50][CH:51]1[CH2:52][CH2:53][CH2:54][CH2:55]1)=[O:49])=[O:45])([CH3:42])([CH3:41])[CH3:40]. The yield is 0.300.